From a dataset of Catalyst prediction with 721,799 reactions and 888 catalyst types from USPTO. Predict which catalyst facilitates the given reaction. (1) Reactant: [H-].[Na+].[C:3]([N:11]1[CH2:20][CH2:19][C:18]2[N:17]=[C:16]([CH3:21])[NH:15][C:14]=2[C:13]2[CH:22]=[CH:23][CH:24]=[CH:25][C:12]1=2)(=[O:10])[C:4]1[CH:9]=[CH:8][CH:7]=[CH:6][CH:5]=1.[CH2:26](Br)[C:27]1[CH:32]=[CH:31][CH:30]=[CH:29][CH:28]=1.[I-].[K+]. Product: [CH2:26]([N:15]1[C:14]2[C:13]3[CH:22]=[CH:23][CH:24]=[CH:25][C:12]=3[N:11]([C:3]([C:4]3[CH:5]=[CH:6][CH:7]=[CH:8][CH:9]=3)=[O:10])[CH2:20][CH2:19][C:18]=2[N:17]=[C:16]1[CH3:21])[C:27]1[CH:32]=[CH:31][CH:30]=[CH:29][CH:28]=1. The catalyst class is: 1. (2) Reactant: [Cl:1][C:2]1[CH:3]=[C:4]([CH2:8][C:9]([C:11]2[CH:16]=[CH:15][C:14]([Cl:17])=[CH:13][CH:12]=2)=[O:10])[CH:5]=[CH:6][CH:7]=1.[C:18]([O:23][CH3:24])(=[O:22])[C:19]([CH3:21])=[CH2:20].CC(C)([O-])C.[K+].O.C(O)(=O)CC(CC(O)=O)(C(O)=O)O.C(OC(C)C)(=O)C.[Cl-].[Na+]. Product: [Cl:1][C:2]1[CH:3]=[C:4]([CH:8]([C:9]([C:11]2[CH:12]=[CH:13][C:14]([Cl:17])=[CH:15][CH:16]=2)=[O:10])[CH2:20][CH:19]([CH3:21])[C:18]([O:23][CH3:24])=[O:22])[CH:5]=[CH:6][CH:7]=1. The catalyst class is: 20. (3) Reactant: [CH3:1][N:2]([C@H:13]1[CH2:16][N:15](C2C=CC(OC)=CC=2)[C:14]1=[O:25])[C:3](=[O:12])[O:4][CH2:5][C:6]1[CH:11]=[CH:10][CH:9]=[CH:8][CH:7]=1.CC#N.O.O=[N+]([O-])[O-].[O-][N+](=O)[O-].[O-][N+](=O)[O-].[O-][N+](=O)[O-].[O-][N+](=O)[O-].[O-][N+](=O)[O-].[Ce+4].[NH4+].[NH4+].C([O-])(O)=O.[Na+]. Product: [CH3:1][N:2]([C@H:13]1[CH2:16][NH:15][C:14]1=[O:25])[C:3](=[O:12])[O:4][CH2:5][C:6]1[CH:11]=[CH:10][CH:9]=[CH:8][CH:7]=1. The catalyst class is: 238. (4) Reactant: C[O:2][C:3](=O)[N:4]([CH2:12][CH2:13][C:14]1[CH:19]=[CH:18][C:17]([C:20]([F:23])([F:22])[F:21])=[CH:16][C:15]=1[Br:24])[CH:5]([CH2:9][CH2:10][CH3:11])[CH2:6][CH2:7][CH3:8].FC(F)(F)S(OS(C(F)(F)F)(=O)=O)(=O)=O.C(=O)([O-])O.[Na+]. Product: [Br:24][C:15]1[CH:16]=[C:17]([C:20]([F:23])([F:22])[F:21])[CH:18]=[C:19]2[C:14]=1[CH2:13][CH2:12][N:4]([CH:5]([CH2:9][CH2:10][CH3:11])[CH2:6][CH2:7][CH3:8])[C:3]2=[O:2]. The catalyst class is: 112. (5) Reactant: [CH:1]([C:4]1[CH:9]=[CH:8][C:7]([NH:10][C:11]([C:13]2[CH:14]=[C:15]([CH:48]=[CH:49][CH:50]=2)[O:16][C:17]2[CH:22]=[CH:21][N:20]=[C:19]3[N:23]([CH2:39][C:40]4[CH:45]=[CH:44][C:43]([O:46][CH3:47])=[CH:42][CH:41]=4)[N:24]=[C:25]([NH:26][C@@H:27]4[CH2:31][CH2:30][N:29](C(OC(C)(C)C)=O)[CH2:28]4)[C:18]=23)=[O:12])=[CH:6][C:5]=1[CH3:51])([CH3:3])[CH3:2]. Product: [CH:1]([C:4]1[CH:9]=[CH:8][C:7]([NH:10][C:11](=[O:12])[C:13]2[CH:50]=[CH:49][CH:48]=[C:15]([O:16][C:17]3[CH:22]=[CH:21][N:20]=[C:19]4[N:23]([CH2:39][C:40]5[CH:41]=[CH:42][C:43]([O:46][CH3:47])=[CH:44][CH:45]=5)[N:24]=[C:25]([NH:26][C@@H:27]5[CH2:31][CH2:30][NH:29][CH2:28]5)[C:18]=34)[CH:14]=2)=[CH:6][C:5]=1[CH3:51])([CH3:3])[CH3:2]. The catalyst class is: 137. (6) Reactant: C(OC(=O)[NH:7][CH2:8][C:9]1[CH:10]=[N:11][C:12]([Cl:32])=[CH:13][C:14]=1[C:15]1[CH:20]=[CH:19][C:18]([Cl:21])=[CH:17][C:16]=1[C:22](=O)[C:23]1[C:28]([F:29])=[CH:27][CH:26]=[CH:25][C:24]=1[F:30])(C)(C)C.FC(F)(F)C(O)=O.O.C(=O)([O-])[O-].[Na+].[Na+]. Product: [Cl:32][C:12]1[N:11]=[CH:10][C:9]2[CH2:8][N:7]=[C:22]([C:23]3[C:28]([F:29])=[CH:27][CH:26]=[CH:25][C:24]=3[F:30])[C:16]3[CH:17]=[C:18]([Cl:21])[CH:19]=[CH:20][C:15]=3[C:14]=2[CH:13]=1. The catalyst class is: 2. (7) Reactant: O.[OH-].[Li+].[C:4]([O:8][C:9]([NH:11][C@@H:12]([CH:29]([CH3:31])[CH3:30])[C:13]([N:15]1[C:23]2[C:18](=[CH:19][CH:20]=[CH:21][CH:22]=2)[CH2:17][C@H:16]1[C:24]([O:26]CC)=[O:25])=[O:14])=[O:10])([CH3:7])([CH3:6])[CH3:5]. Product: [C:4]([O:8][C:9]([NH:11][C@@H:12]([CH:29]([CH3:31])[CH3:30])[C:13]([N:15]1[C:23]2[C:18](=[CH:19][CH:20]=[CH:21][CH:22]=2)[CH2:17][C@H:16]1[C:24]([OH:26])=[O:25])=[O:14])=[O:10])([CH3:7])([CH3:6])[CH3:5]. The catalyst class is: 776. (8) Reactant: Cl[C:2]1[N:6]([CH2:7][CH2:8][CH2:9][C:10]([O:12][CH2:13][CH3:14])=[O:11])[C:5]2[C:15]([CH:20]([CH2:23][CH3:24])[CH2:21][CH3:22])=[CH:16][CH:17]=[C:18]([Cl:19])[C:4]=2[N:3]=1.[Br:25][C:26]1[CH:32]=[C:31]([CH3:33])[CH:30]=[CH:29][C:27]=1[NH2:28].O.C1(C)C=CC(S(O)(=O)=O)=CC=1.C(=O)([O-])O.[Na+]. Product: [Br:25][C:26]1[CH:32]=[C:31]([CH3:33])[CH:30]=[CH:29][C:27]=1[NH:28][C:2]1[N:6]([CH2:7][CH2:8][CH2:9][C:10]([O:12][CH2:13][CH3:14])=[O:11])[C:5]2[C:15]([CH:20]([CH2:23][CH3:24])[CH2:21][CH3:22])=[CH:16][CH:17]=[C:18]([Cl:19])[C:4]=2[N:3]=1. The catalyst class is: 113.